Dataset: Full USPTO retrosynthesis dataset with 1.9M reactions from patents (1976-2016). Task: Predict the reactants needed to synthesize the given product. (1) Given the product [CH2:1]([S:11]([OH:14])(=[O:13])=[O:12])[CH2:2][S:3][S:4][CH2:5][CH2:6][S:7]([OH:10])(=[O:8])=[O:9].[NH2:15][C@H:16]([C:24]([OH:26])=[O:25])[CH2:17][CH2:18][CH2:19][NH:20][C:21](=[NH:22])[NH2:23].[NH2:15][C@H:16]([C:24]([OH:26])=[O:25])[CH2:17][CH2:18][CH2:19][NH:20][C:21](=[NH:22])[NH2:23], predict the reactants needed to synthesize it. The reactants are: [CH2:1]([S:11]([OH:14])(=[O:13])=[O:12])[CH2:2][S:3][S:4][CH2:5][CH2:6][S:7]([OH:10])(=[O:9])=[O:8].[NH2:15][C@H:16]([C:24]([OH:26])=[O:25])[CH2:17][CH2:18][CH2:19][NH:20][C:21](=[NH:23])[NH2:22].CC(C)=O. (2) The reactants are: [CH3:1][N:2]1[C:10]2[C:5](=[CH:6][CH:7]=[C:8](N)[CH:9]=2)[CH:4]=[N:3]1.N([O-])=O.[Na+].[I-:16].[K+]. Given the product [I:16][C:8]1[CH:9]=[C:10]2[C:5]([CH:4]=[N:3][N:2]2[CH3:1])=[CH:6][CH:7]=1, predict the reactants needed to synthesize it. (3) Given the product [OH:21][CH2:20][C:17]1[CH:16]=[C:15]([CH2:14][NH:13][C:12]2[C:8]([C:6]([NH:5][CH2:3][CH3:4])=[O:7])=[N:9][O:10][C:11]=2[C:24]2[CH:29]=[C:28]([Cl:30])[C:27]([OH:31])=[CH:26][C:25]=2[OH:32])[O:19][N:18]=1, predict the reactants needed to synthesize it. The reactants are: [BH4-].[Na+].[CH2:3]([NH:5][C:6]([C:8]1[C:12]([NH:13][CH2:14][C:15]2[O:19][N:18]=[C:17]([C:20](OC)=[O:21])[CH:16]=2)=[C:11]([C:24]2[CH:29]=[C:28]([Cl:30])[C:27]([OH:31])=[CH:26][C:25]=2[OH:32])[O:10][N:9]=1)=[O:7])[CH3:4].Cl. (4) Given the product [CH3:1][O:2][C:3]1[CH:27]=[C:26]([O:28][CH3:29])[CH:25]=[CH:24][C:4]=1[CH2:5][N:6]1[S:10](=[O:12])(=[O:11])[N:9]([CH2:13][C:14]2[CH:22]=[CH:21][C:17]([C:18]([Cl:32])=[O:19])=[CH:16][CH:15]=2)[CH2:8][C:7]1=[O:23], predict the reactants needed to synthesize it. The reactants are: [CH3:1][O:2][C:3]1[CH:27]=[C:26]([O:28][CH3:29])[CH:25]=[CH:24][C:4]=1[CH2:5][N:6]1[S:10](=[O:12])(=[O:11])[N:9]([CH2:13][C:14]2[CH:22]=[CH:21][C:17]([C:18](O)=[O:19])=[CH:16][CH:15]=2)[CH2:8][C:7]1=[O:23].O=S(Cl)[Cl:32].